From a dataset of Full USPTO retrosynthesis dataset with 1.9M reactions from patents (1976-2016). Predict the reactants needed to synthesize the given product. Given the product [F:34][C:10]1([F:33])[CH:11]([NH:14][C:15]2[N:32]=[C:18]3[C:19]([C:23]4[CH:28]=[CH:27][C:26]([F:29])=[C:25]([F:30])[C:24]=4[F:31])=[CH:20][CH:21]=[CH:22][N:17]3[N:16]=2)[CH2:12][CH2:13][NH:8][CH2:9]1, predict the reactants needed to synthesize it. The reactants are: C(OC([N:8]1[CH2:13][CH2:12][CH:11]([NH:14][C:15]2[N:32]=[C:18]3[C:19]([C:23]4[CH:28]=[CH:27][C:26]([F:29])=[C:25]([F:30])[C:24]=4[F:31])=[CH:20][CH:21]=[CH:22][N:17]3[N:16]=2)[C:10]([F:34])([F:33])[CH2:9]1)=O)(C)(C)C.C(O)(C(F)(F)F)=O.